This data is from Experimentally validated miRNA-target interactions with 360,000+ pairs, plus equal number of negative samples. The task is: Binary Classification. Given a miRNA mature sequence and a target amino acid sequence, predict their likelihood of interaction. (1) The miRNA is hsa-miR-548f-5p with sequence UGCAAAAGUAAUCACAGUUUUU. The protein sequence of the target gene is MEGAMAVRVTAAHTAEAQAEAGREAGEGAVAAVAAALAPSGFLGLPAPFSEEDEDDVHRCGRCQAEFTALEDFVQHKIQKACQRAPPEALPATPATTALLGQEVVPAAPGPEEPITVAHIVVEAASLAADISHASDLVGGGHIKEVIVAAEAELGDGEMAEAPGSPRQQGLGLAGEGEQAQVKLLVNKDGRYVCALCHKTFKTGSILKAHMVTHSSRKDHECKLCGASFRTKGSLIRHHRRHTDERPYKCSKCGKSFRESGALTRHLKSLTPCTEKIRFSVSKDVVVSKEDARAGSGAGA.... Result: 0 (no interaction). (2) The miRNA is mmu-miR-467f with sequence AUAUACACACACACACCUACA. The protein sequence of the target gene is MACSLKDELLCSICLSIYQDPVSLGCEHYFCRRCITEHWVRQEAQGARDCPECRRTFAEPALAPSLKLANIVERYSAFPLDAILNARRAARPCQAHDKVKLFCLTDRALLCFFCDEPALHEQHQVTGIDDAFEELQRELKEQLQALQDSEREHTEALQLLKRQLAETKSSTKSLRTTIGEAFERLHRLLRERQKAMLEELEADTARTLTDIEQKVQRYSQQLRKVQEGAQILQERLAETDRHTFLAGVASLSERLKGKIHETNLTYEDFPTSKYTGPLQYTIWKSLFQDIHPVPAALTMD.... Result: 1 (interaction). (3) The miRNA is hsa-miR-519d-3p with sequence CAAAGUGCCUCCCUUUAGAGUG. The protein sequence of the target gene is MAVCARLCGVGPSRGCRRRQQRRGPAETAAADSEPDTDPEEERIEASAGVGGGLCAGPSPPPPRCSLLELPPELLVEIFASLPGTDLPSLAQVCTKFRRILHTDTIWRRRCREEYGVCENLRKLEITGVSCRDVYAKLLHRYRHILGLWQPDIGPYGGLLNVVVDGLFIIGWMYLPPHDPHVDDPMRFKPLFRIHLMERKAATVECMYGHKGPHHGHIQIVKKDEFSTKCNQTDHHRMSGGRQEEFRTWLREEWGRTLEDIFHEHMQELILMKFIYTSQYDNCLTYRRIYLPPSRPDDLI.... Result: 1 (interaction).